Dataset: Full USPTO retrosynthesis dataset with 1.9M reactions from patents (1976-2016). Task: Predict the reactants needed to synthesize the given product. (1) The reactants are: [CH:1]1([CH:4]2[CH2:13][C:12](=O)[C:11]3[C:6](=[CH:7][C:8]([O:15][CH3:16])=[CH:9][CH:10]=3)[O:5]2)[CH2:3][CH2:2]1.C([O-])(=O)C.[Na+].Cl.[NH2:23][OH:24]. Given the product [CH:1]1([CH:4]2[CH2:13][C:12](=[N:23][OH:24])[C:11]3[C:6](=[CH:7][C:8]([O:15][CH3:16])=[CH:9][CH:10]=3)[O:5]2)[CH2:3][CH2:2]1, predict the reactants needed to synthesize it. (2) Given the product [CH3:5][C:6]([CH3:55])([CH3:54])[CH2:7][O:8][C:9](=[O:53])[C:10]([CH3:52])([CH3:51])[C:11]([O:13][CH2:14][O:15][C:16]1[N:17]([C:45]2[N:46]=[CH:47][CH:48]=[CH:49][N:50]=2)[N:18]=[C:19]([C@H:21]([NH:35][C:36]2[CH:37]=[CH:38][C:39]([C:42]([NH2:43])=[N:44][C:72]([O:73][CH2:74][C:75]([CH3:78])([CH3:77])[CH3:76])=[O:71])=[CH:40][CH:41]=2)[C:22]2[CH:27]=[C:26]([O:28][CH3:29])[CH:25]=[C:24]([O:30][CH2:31][CH2:32][OH:33])[C:23]=2[F:34])[N:20]=1)=[O:12], predict the reactants needed to synthesize it. The reactants are: C(O)(=O)C.[CH3:5][C:6]([CH3:55])([CH3:54])[CH2:7][O:8][C:9](=[O:53])[C:10]([CH3:52])([CH3:51])[C:11]([O:13][CH2:14][O:15][C:16]1[N:17]([C:45]2[N:50]=[CH:49][CH:48]=[CH:47][N:46]=2)[N:18]=[C:19]([CH:21]([NH:35][C:36]2[CH:41]=[CH:40][C:39]([C:42](=[NH:44])[NH2:43])=[CH:38][CH:37]=2)[C:22]2[CH:27]=[C:26]([O:28][CH3:29])[CH:25]=[C:24]([O:30][CH2:31][CH2:32][OH:33])[C:23]=2[F:34])[N:20]=1)=[O:12].CC(N(C)C)=O.[N+](C1C=CC([O:71][C:72](=O)[O:73][CH2:74][C:75]([CH3:78])([CH3:77])[CH3:76])=CC=1)([O-])=O. (3) Given the product [CH:24]1([N:23]2[C:19]([C:17]3[CH:16]=[CH:15][N:14]=[C:13]([NH:6][C:7]4[CH:8]=[CH:9][C:10]([S:2](=[O:5])(=[O:3])[NH:33][CH2:32][CH:29]5[CH2:31][CH2:30]5)=[CH:11][CH:12]=4)[N:18]=3)=[CH:20][N:21]=[C:22]2[CH3:28])[CH2:27][CH2:26][CH2:25]1, predict the reactants needed to synthesize it. The reactants are: Cl[S:2]([OH:5])(=O)=[O:3].[NH:6]([C:13]1[N:18]=[C:17]([C:19]2[N:23]([CH:24]3[CH2:27][CH2:26][CH2:25]3)[C:22]([CH3:28])=[N:21][CH:20]=2)[CH:16]=[CH:15][N:14]=1)[C:7]1[CH:12]=[CH:11][CH:10]=[CH:9][CH:8]=1.[CH:29]1([CH2:32][NH2:33])[CH2:31][CH2:30]1.Cl. (4) Given the product [OH:2][C:3]1[CH:20]=[CH:19][C:6]2=[N:7][N:8]([C:10]3[CH:11]=[CH:12][C:13]([N:16]([CH3:17])[CH3:18])=[CH:14][CH:15]=3)[N:9]=[C:5]2[CH:4]=1, predict the reactants needed to synthesize it. The reactants are: C[O:2][C:3]1[CH:20]=[CH:19][C:6]2=[N:7][N:8]([C:10]3[CH:15]=[CH:14][C:13]([N:16]([CH3:18])[CH3:17])=[CH:12][CH:11]=3)[N:9]=[C:5]2[CH:4]=1.B(Br)(Br)Br.C([O-])([O-])=O.[Na+].[Na+]. (5) Given the product [OH:33][C@@H:34]([C@H:42]([C:26]1[CH:31]=[CH:30][CH:29]=[CH:28][CH:27]=1)[CH3:43])[C:35]([O:37][CH2:38][CH2:39][CH2:40][CH3:41])=[S:3], predict the reactants needed to synthesize it. The reactants are: FC(F)(F)[S:3]([O-])(=O)=O.[Yb+3].FC(F)(F)S([O-])(=O)=O.FC(F)(F)S([O-])(=O)=O.[C:26]1(S)[CH:31]=[CH:30][CH:29]=[CH:28][CH:27]=1.[O:33]1[C@H:42]([CH3:43])[C@H:34]1[C:35]([O:37][CH2:38][CH2:39][CH2:40][CH3:41])=O.O. (6) Given the product [CH2:1]([O:3][C:4](=[O:16])[CH:5]=[C:6]([C:18]1[CH:26]=[C:25]2[C:21]([CH:22]=[CH:23][NH:24]2)=[CH:20][CH:19]=1)[C:7]1[C:15]2[C:10](=[CH:11][CH:12]=[CH:13][CH:14]=2)[NH:9][CH:8]=1)[CH3:2], predict the reactants needed to synthesize it. The reactants are: [CH2:1]([O:3][C:4](=[O:16])[CH:5]=[CH:6][C:7]1[C:15]2[C:10](=[CH:11][CH:12]=[CH:13][CH:14]=2)[NH:9][CH:8]=1)[CH3:2].Br[C:18]1[CH:26]=[C:25]2[C:21]([CH:22]=[CH:23][NH:24]2)=[CH:20][CH:19]=1. (7) Given the product [NH2:1][C@H:2]([C:7]([OH:9])=[O:8])[CH2:3][C:4](=[O:5])[OH:6].[NH2:10][C@H:11]([C:16]([OH:18])=[O:17])[CH2:12][C:13](=[O:15])[NH2:14].[C:16]1(=[O:18])[NH:14][C:13](=[O:15])[CH2:12][CH2:11]1, predict the reactants needed to synthesize it. The reactants are: [NH2:1][C@H:2]([C:7]([O-:9])=[O:8])[CH2:3][C:4]([O-:6])=[O:5].[NH2:10][C@H:11]([C:16]([OH:18])=[O:17])[CH2:12][C:13](=[O:15])[NH2:14].[NH4+].[OH-]. (8) Given the product [CH2:1]([O:3][C:4](=[O:11])[CH2:5][C:6]1([CH3:7])[O:8][CH2:12][CH2:13][O:14]1)[CH3:2], predict the reactants needed to synthesize it. The reactants are: [CH2:1]([O:3][C:4](=[O:11])[CH:5](CC)[C:6](=[O:8])[CH3:7])[CH3:2].[CH2:12](O)[CH2:13][OH:14].C1(C)C=CC(S(O)(=O)=O)=CC=1.